This data is from NCI-60 drug combinations with 297,098 pairs across 59 cell lines. The task is: Regression. Given two drug SMILES strings and cell line genomic features, predict the synergy score measuring deviation from expected non-interaction effect. (1) Drug 1: CN(C)C(=N)N=C(N)N. Drug 2: CNC(=O)C1=NC=CC(=C1)OC2=CC=C(C=C2)NC(=O)NC3=CC(=C(C=C3)Cl)C(F)(F)F. Cell line: OVCAR3. Synergy scores: CSS=39.6, Synergy_ZIP=10.3, Synergy_Bliss=8.49, Synergy_Loewe=-26.9, Synergy_HSA=-0.0940. (2) Drug 1: CN1C2=C(C=C(C=C2)N(CCCl)CCCl)N=C1CCCC(=O)O.Cl. Drug 2: CS(=O)(=O)OCCCCOS(=O)(=O)C. Cell line: UO-31. Synergy scores: CSS=2.90, Synergy_ZIP=0.350, Synergy_Bliss=1.38, Synergy_Loewe=0.699, Synergy_HSA=0.646. (3) Drug 1: CS(=O)(=O)CCNCC1=CC=C(O1)C2=CC3=C(C=C2)N=CN=C3NC4=CC(=C(C=C4)OCC5=CC(=CC=C5)F)Cl. Drug 2: C1CNP(=O)(OC1)N(CCCl)CCCl. Cell line: NCI/ADR-RES. Synergy scores: CSS=-2.05, Synergy_ZIP=1.22, Synergy_Bliss=2.62, Synergy_Loewe=-3.05, Synergy_HSA=-1.90. (4) Drug 1: C1=CC(=CC=C1CCCC(=O)O)N(CCCl)CCCl. Drug 2: C1=CC(=CC=C1C#N)C(C2=CC=C(C=C2)C#N)N3C=NC=N3. Cell line: UO-31. Synergy scores: CSS=10.4, Synergy_ZIP=-6.38, Synergy_Bliss=-6.05, Synergy_Loewe=-3.95, Synergy_HSA=-3.84. (5) Drug 1: C1=C(C(=O)NC(=O)N1)N(CCCl)CCCl. Drug 2: CCN(CC)CCNC(=O)C1=C(NC(=C1C)C=C2C3=C(C=CC(=C3)F)NC2=O)C. Cell line: HT29. Synergy scores: CSS=23.5, Synergy_ZIP=-7.95, Synergy_Bliss=1.01, Synergy_Loewe=-1.14, Synergy_HSA=0.0500. (6) Drug 1: CN(C)N=NC1=C(NC=N1)C(=O)N. Drug 2: COC1=NC(=NC2=C1N=CN2C3C(C(C(O3)CO)O)O)N. Cell line: SNB-19. Synergy scores: CSS=-7.09, Synergy_ZIP=6.74, Synergy_Bliss=7.67, Synergy_Loewe=-0.849, Synergy_HSA=0.363. (7) Drug 1: CC1C(C(CC(O1)OC2CC(CC3=C2C(=C4C(=C3O)C(=O)C5=C(C4=O)C(=CC=C5)OC)O)(C(=O)CO)O)N)O.Cl. Drug 2: CN(C)C1=NC(=NC(=N1)N(C)C)N(C)C. Cell line: UACC-257. Synergy scores: CSS=0.390, Synergy_ZIP=-0.419, Synergy_Bliss=-0.686, Synergy_Loewe=1.12, Synergy_HSA=0.312.